From a dataset of Full USPTO retrosynthesis dataset with 1.9M reactions from patents (1976-2016). Predict the reactants needed to synthesize the given product. The reactants are: C1C(=O)N([Br:8])C(=O)C1.C(Cl)Cl.[CH3:12][Si:13]([CH3:29])([CH3:28])[CH2:14][CH2:15][O:16][CH2:17][N:18]1[CH:22]=[CH:21][N:20]=[C:19]1[C:23]([O:25][CH2:26][CH3:27])=[O:24]. Given the product [Br:8][C:22]1[N:18]([CH2:17][O:16][CH2:15][CH2:14][Si:13]([CH3:28])([CH3:29])[CH3:12])[C:19]([C:23]([O:25][CH2:26][CH3:27])=[O:24])=[N:20][CH:21]=1, predict the reactants needed to synthesize it.